From a dataset of Peptide-MHC class I binding affinity with 185,985 pairs from IEDB/IMGT. Regression. Given a peptide amino acid sequence and an MHC pseudo amino acid sequence, predict their binding affinity value. This is MHC class I binding data. (1) The peptide sequence is PVDLVKSSFV. The MHC is HLA-A02:06 with pseudo-sequence HLA-A02:06. The binding affinity (normalized) is 0.0583. (2) The peptide sequence is ETACLGKSYA. The MHC is HLA-A68:02 with pseudo-sequence HLA-A68:02. The binding affinity (normalized) is 0.814. (3) The peptide sequence is LVTARQKLK. The MHC is HLA-B46:01 with pseudo-sequence HLA-B46:01. The binding affinity (normalized) is 0.0847.